From a dataset of Forward reaction prediction with 1.9M reactions from USPTO patents (1976-2016). Predict the product of the given reaction. (1) The product is: [Cl:1][C:2]1[CH:3]=[CH:4][C:5]([N:38]2[CH:42]=[N:41][N:40]=[N:39]2)=[C:6]([C:8]#[C:9][C:10]([N:12]2[CH2:21][CH2:20][C:19]3[C:14](=[CH:15][CH:16]=[CH:17][CH:18]=3)[C@H:13]2[C:22]([NH:24][C:25]2[CH:26]=[CH:27][C:28]([C:29]([OH:31])=[O:30])=[CH:36][CH:37]=2)=[O:23])=[O:11])[CH:7]=1. Given the reactants [Cl:1][C:2]1[CH:3]=[CH:4][C:5]([N:38]2[CH:42]=[N:41][N:40]=[N:39]2)=[C:6]([C:8]#[C:9][C:10]([N:12]2[CH2:21][CH2:20][C:19]3[C:14](=[CH:15][CH:16]=[CH:17][CH:18]=3)[C@H:13]2[C:22]([NH:24][C:25]2[CH:37]=[CH:36][C:28]([C:29]([O:31]C(C)(C)C)=[O:30])=[CH:27][CH:26]=2)=[O:23])=[O:11])[CH:7]=1.F[P-](F)(F)(F)(F)F.N1(O[P+](N(C)C)(N(C)C)N(C)C)C2C=CC=CC=2N=N1.CCN(C(C)C)C(C)C, predict the reaction product. (2) Given the reactants [Cl:1][C:2]1[CH:3]=[C:4]2[C:9](=[CH:10][C:11]=1[O:12][C:13]1[CH:18]=[CH:17][C:16]([C:19](=[O:34])[NH:20][CH2:21][CH2:22][C:23]3[CH:28]=[CH:27][C:26]([S:29][C:30]([F:33])([F:32])[F:31])=[CH:25][CH:24]=3)=[CH:15][CH:14]=1)[O:8][CH2:7][CH2:6][CH:5]2[C:35]([OH:37])=[O:36].C[O-].[Na+:40], predict the reaction product. The product is: [Cl:1][C:2]1[CH:3]=[C:4]2[C:9](=[CH:10][C:11]=1[O:12][C:13]1[CH:18]=[CH:17][C:16]([C:19](=[O:34])[NH:20][CH2:21][CH2:22][C:23]3[CH:28]=[CH:27][C:26]([S:29][C:30]([F:31])([F:33])[F:32])=[CH:25][CH:24]=3)=[CH:15][CH:14]=1)[O:8][CH2:7][CH2:6][CH:5]2[C:35]([O-:37])=[O:36].[Na+:40]. (3) Given the reactants [Br:1][C:2]1[C:3]([N:21]2[CH2:26][CH2:25][CH2:24][C@@H:23]([NH:27]C(=O)OC(C)(C)C)[CH2:22]2)=[C:4]2[C:10]([NH:11][C:12]([C:14]3[CH:19]=[N:18][C:17]([CH3:20])=[CH:16][N:15]=3)=[O:13])=[CH:9][NH:8][C:5]2=[N:6][CH:7]=1.C(O)(C(F)(F)F)=O.C(Cl)[Cl:43], predict the reaction product. The product is: [ClH:43].[NH2:27][C@@H:23]1[CH2:24][CH2:25][CH2:26][N:21]([C:3]2[C:2]([Br:1])=[CH:7][N:6]=[C:5]3[NH:8][CH:9]=[C:10]([NH:11][C:12]([C:14]4[CH:19]=[N:18][C:17]([CH3:20])=[CH:16][N:15]=4)=[O:13])[C:4]=23)[CH2:22]1. (4) Given the reactants [F:1][C:2]([F:30])([F:29])[C:3]1[CH:4]=[C:5]2[C:10](=[CH:11][CH:12]=1)[N:9]=[N:8][CH:7]=[C:6]2[NH:13][CH2:14][C:15]([NH:17][CH:18]1[CH2:21][N:20](C(OC(C)(C)C)=O)[CH2:19]1)=[O:16], predict the reaction product. The product is: [NH:20]1[CH2:19][CH:18]([NH:17][C:15](=[O:16])[CH2:14][NH:13][C:6]2[C:5]3[C:10](=[CH:11][CH:12]=[C:3]([C:2]([F:1])([F:30])[F:29])[CH:4]=3)[N:9]=[N:8][CH:7]=2)[CH2:21]1.